From a dataset of Catalyst prediction with 721,799 reactions and 888 catalyst types from USPTO. Predict which catalyst facilitates the given reaction. (1) Reactant: [H-].C([Al+]CC(C)C)C(C)C.[CH2:11]1[CH2:15][O:14][CH2:13][CH2:12]1.[F:16][CH2:17][CH2:18][N:19]([C:21]1C=CC(C#N)=[CH:23][CH:22]=1)[CH3:20].Cl. Product: [F:16][CH2:17][CH2:18][N:19]([C:21]1[CH:13]=[CH:12][C:11]([CH:15]=[O:14])=[CH:23][CH:22]=1)[CH3:20]. The catalyst class is: 5. (2) Reactant: COC1C=CC(C[N:8]2[CH2:13][CH2:12][N:11]3[C:14]([C:17]4[S:18][CH:19]=[C:20]([CH3:22])[N:21]=4)=[N:15][N:16]=[C:10]3[CH:9]2[CH3:23])=CC=1.C(O)(C(F)(F)F)=O. Product: [CH3:22][C:20]1[N:21]=[C:17]([C:14]2[N:11]3[CH2:12][CH2:13][NH:8][CH:9]([CH3:23])[C:10]3=[N:16][N:15]=2)[S:18][CH:19]=1. The catalyst class is: 2. (3) Reactant: [Cl:1][C:2]1[C:3]([C:23]2[CH:28]=[CH:27][CH:26]=[C:25]([CH:29]([CH3:31])[CH3:30])[CH:24]=2)=[C:4]([C:8]([C@@H:10]2[CH2:15][CH2:14][CH2:13][N:12]([C:16]([O:18][C:19]([CH3:22])([CH3:21])[CH3:20])=[O:17])[CH2:11]2)=[O:9])[CH:5]=[N:6][CH:7]=1. Product: [NH2:6][CH2:5][CH2:4][CH2:3][C:8]([C@@H:10]1[CH2:15][CH2:14][CH2:13][N:12]([C:16]([O:18][C:19]([CH3:20])([CH3:21])[CH3:22])=[O:17])[CH2:11]1)([C:4]1[CH:5]=[N:6][CH:7]=[C:2]([Cl:1])[C:3]=1[C:23]1[CH:28]=[CH:27][CH:26]=[C:25]([CH:29]([CH3:31])[CH3:30])[CH:24]=1)[OH:9]. The catalyst class is: 1. (4) Reactant: C[CH2:2][N:3]([CH:7]([CH3:9])C)[CH:4](C)C.CNC.BrC[C:15]1[CH:20]=[C:19]([N+:21]([O-:23])=[O:22])[CH:18]=C[C:16]=1[F:24].CCOC(C)=O. Product: [F:24][C:16]1[CH:15]=[CH:20][C:19]([N+:21]([O-:23])=[O:22])=[CH:18][C:9]=1[CH2:7][N:3]([CH3:2])[CH3:4]. The catalyst class is: 1. (5) Reactant: [NH2:1][C:2]1[C:10]([CH3:11])=[CH:9][CH:8]=[CH:7][C:3]=1[C:4](O)=[O:5].[CH:12]([NH2:14])=O. The catalyst class is: 6. Product: [CH3:11][C:10]1[CH:9]=[CH:8][CH:7]=[C:3]2[C:2]=1[N:1]=[CH:12][NH:14][C:4]2=[O:5]. (6) The catalyst class is: 5. Reactant: C([O:3][C:4](=[O:22])[CH2:5][C:6]1[CH:11]=[CH:10][C:9]([NH:12][CH2:13][C:14]2[CH:19]=[CH:18][CH:17]=[CH:16][C:15]=2[O:20][CH3:21])=[CH:8][CH:7]=1)C.[OH-].[Li+].Cl. Product: [CH3:21][O:20][C:15]1[CH:16]=[CH:17][CH:18]=[CH:19][C:14]=1[CH2:13][NH:12][C:9]1[CH:10]=[CH:11][C:6]([CH2:5][C:4]([OH:22])=[O:3])=[CH:7][CH:8]=1. (7) Reactant: [CH3:1][N:2]1[CH:6]=[C:5]([C:7]2[N:8]=[CH:9][N:10](COCC[Si](C)(C)C)[CH:11]=2)[CH:4]=[N:3]1.CN1C=C(C2N(COCC[Si](C)(C)C)C=NC=2)C=N1.C(O)(C(F)(F)F)=O. Product: [NH:10]1[CH:11]=[C:7]([C:5]2[CH:4]=[N:3][N:2]([CH3:1])[CH:6]=2)[N:8]=[CH:9]1. The catalyst class is: 2. (8) Reactant: I[Si](C)(C)C.[F:6][C:7]1[CH:12]=[CH:11][C:10]([C@H:13]2[CH2:21][CH2:20][CH2:19][C@@H:18]3[N:14]2[C:15](=[O:22])[CH2:16][CH2:17]3)=[CH:9][CH:8]=1.CN(C)CCN(C)C.[I:31]I.S([O-])([O-])(=O)=S.[Na+].[Na+]. Product: [F:6][C:7]1[CH:12]=[CH:11][C:10]([C@@H:13]2[CH2:21][CH2:20][CH2:19][C@H:18]3[N:14]2[C:15](=[O:22])[CH:16]([I:31])[CH2:17]3)=[CH:9][CH:8]=1. The catalyst class is: 124.